From a dataset of hERG Central: cardiac toxicity at 1µM, 10µM, and general inhibition. Predict hERG channel inhibition at various concentrations. (1) The drug is O=C(/C=C/c1ccccc1[N+](=O)[O-])N1CCN(c2ccc(F)cc2)CC1. Results: hERG_inhib (hERG inhibition (general)): blocker. (2) The drug is CCOc1ccc(NC(=O)CN(C)C(=O)c2cccnc2Sc2ccc(Cl)cc2)cc1OCC. Results: hERG_inhib (hERG inhibition (general)): blocker. (3) The drug is COc1ccc(NC(=O)NCCCN2CCC(Cc3ccccc3)CC2)cc1. Results: hERG_inhib (hERG inhibition (general)): blocker. (4) Results: hERG_inhib (hERG inhibition (general)): blocker. The drug is CC(C)CNC(=O)C(=O)NCCCN1CCOCC1. (5) The compound is O=C(Nc1cccc2ccccc12)/C(=C\c1cccc([N+](=O)[O-])c1)NC(=O)c1cccs1. Results: hERG_inhib (hERG inhibition (general)): blocker. (6) The drug is CCOc1ccccc1N1CCN(CC(=O)Nc2ccccc2C(=O)NC2CC2)CC1. Results: hERG_inhib (hERG inhibition (general)): blocker.